This data is from Catalyst prediction with 721,799 reactions and 888 catalyst types from USPTO. The task is: Predict which catalyst facilitates the given reaction. (1) Reactant: C(N(CC)CC)C.[NH2:8][C@@:9]([C@H:18]1[CH2:22][O:21][CH2:20][C@H:19]1[OH:23])([C:11]1[CH:16]=[CH:15][CH:14]=[CH:13][C:12]=1[F:17])[CH3:10].[C:24]([Si:28]([CH3:31])([CH3:30])Cl)([CH3:27])([CH3:26])[CH3:25]. Product: [C:24]([Si:28]([CH3:31])([CH3:30])[O:23][C@@H:19]1[CH2:20][O:21][CH2:22][C@@H:18]1[C@:9]([NH2:8])([C:11]1[CH:16]=[CH:15][CH:14]=[CH:13][C:12]=1[F:17])[CH3:10])([CH3:27])([CH3:26])[CH3:25]. The catalyst class is: 112. (2) Reactant: Br[C:2]1[CH:3]=[C:4]([CH:16]=[CH:17][CH:18]=1)[O:5][C:6]1[CH:11]=[CH:10][C:9]([C:12]([F:15])([F:14])[F:13])=[CH:8][N:7]=1.CN([CH:22]=[O:23])C.[Li]CCCC. Product: [F:13][C:12]([F:15])([F:14])[C:9]1[CH:10]=[CH:11][C:6]([O:5][C:4]2[CH:3]=[C:2]([CH:18]=[CH:17][CH:16]=2)[CH:22]=[O:23])=[N:7][CH:8]=1. The catalyst class is: 1. (3) Reactant: [N+:1]([C:4]1[CH:9]=[CH:8][C:7]([C:10]2[N:11]=[CH:12][O:13][CH:14]=2)=[CH:6][CH:5]=1)([O-])=O.C(O)C.[H][H]. Product: [O:13]1[CH:14]=[C:10]([C:7]2[CH:6]=[CH:5][C:4]([NH2:1])=[CH:9][CH:8]=2)[N:11]=[CH:12]1. The catalyst class is: 481.